From a dataset of Forward reaction prediction with 1.9M reactions from USPTO patents (1976-2016). Predict the product of the given reaction. (1) Given the reactants [Br:1][C:2]1[N:7]=[CH:6][C:5]([CH2:8][C@H:9]([NH:13][C:14]([O:16][C:17]([CH3:20])([CH3:19])[CH3:18])=[O:15])[C:10](O)=[O:11])=[CH:4][CH:3]=1.C([N:23]1CCOCC1)C.CN(C(ON1N=NC2C=CC=CC1=2)=[N+](C)C)C.[B-](F)(F)(F)F.N, predict the reaction product. The product is: [NH2:23][C:10](=[O:11])[C@@H:9]([NH:13][C:14](=[O:15])[O:16][C:17]([CH3:20])([CH3:19])[CH3:18])[CH2:8][C:5]1[CH:6]=[N:7][C:2]([Br:1])=[CH:3][CH:4]=1. (2) Given the reactants [N:1]1[CH:6]=[CH:5][CH:4]=[C:3]([CH2:7][NH:8][C:9]([C:11]2[S:15][C:14]([C:16]3[CH:20]=[CH:19][N:18]([CH2:21][CH2:22][NH2:23])[N:17]=3)=[N:13][C:12]=2[CH3:24])=[O:10])[CH:2]=1.[F:25][C:26]1[CH:34]=[CH:33][C:29]([C:30](Cl)=[O:31])=[CH:28][CH:27]=1.C(N(CC)CC)C, predict the reaction product. The product is: [N:1]1[CH:6]=[CH:5][CH:4]=[C:3]([CH2:7][NH:8][C:9]([C:11]2[S:15][C:14]([C:16]3[CH:20]=[CH:19][N:18]([CH2:21][CH2:22][NH:23][C:30](=[O:31])[C:29]4[CH:33]=[CH:34][C:26]([F:25])=[CH:27][CH:28]=4)[N:17]=3)=[N:13][C:12]=2[CH3:24])=[O:10])[CH:2]=1.